This data is from NCI-60 drug combinations with 297,098 pairs across 59 cell lines. The task is: Regression. Given two drug SMILES strings and cell line genomic features, predict the synergy score measuring deviation from expected non-interaction effect. (1) Drug 1: CC12CCC(CC1=CCC3C2CCC4(C3CC=C4C5=CN=CC=C5)C)O. Drug 2: C1C(C(OC1N2C=NC3=C2NC=NCC3O)CO)O. Cell line: HCT-15. Synergy scores: CSS=6.70, Synergy_ZIP=1.92, Synergy_Bliss=3.22, Synergy_Loewe=-1.80, Synergy_HSA=0.921. (2) Drug 1: CC12CCC3C(C1CCC2O)C(CC4=C3C=CC(=C4)O)CCCCCCCCCS(=O)CCCC(C(F)(F)F)(F)F. Drug 2: CN(C(=O)NC(C=O)C(C(C(CO)O)O)O)N=O. Cell line: PC-3. Synergy scores: CSS=-2.63, Synergy_ZIP=1.19, Synergy_Bliss=-0.943, Synergy_Loewe=-1.26, Synergy_HSA=-3.01. (3) Drug 1: CCCS(=O)(=O)NC1=C(C(=C(C=C1)F)C(=O)C2=CNC3=C2C=C(C=N3)C4=CC=C(C=C4)Cl)F. Drug 2: C(=O)(N)NO. Cell line: OVCAR3. Synergy scores: CSS=-1.76, Synergy_ZIP=-0.298, Synergy_Bliss=-0.591, Synergy_Loewe=-3.33, Synergy_HSA=-2.62. (4) Drug 1: C1CNP(=O)(OC1)N(CCCl)CCCl. Drug 2: N.N.Cl[Pt+2]Cl. Cell line: OVCAR3. Synergy scores: CSS=22.8, Synergy_ZIP=6.10, Synergy_Bliss=6.65, Synergy_Loewe=-43.8, Synergy_HSA=-0.820. (5) Drug 1: CC1=C2C(C(=O)C3(C(CC4C(C3C(C(C2(C)C)(CC1OC(=O)C(C(C5=CC=CC=C5)NC(=O)OC(C)(C)C)O)O)OC(=O)C6=CC=CC=C6)(CO4)OC(=O)C)O)C)O. Drug 2: CCC1=C2CN3C(=CC4=C(C3=O)COC(=O)C4(CC)O)C2=NC5=C1C=C(C=C5)O. Cell line: M14. Synergy scores: CSS=33.1, Synergy_ZIP=4.57, Synergy_Bliss=5.73, Synergy_Loewe=-8.52, Synergy_HSA=6.57. (6) Drug 1: C1=CC(=CC=C1CCC2=CNC3=C2C(=O)NC(=N3)N)C(=O)NC(CCC(=O)O)C(=O)O. Drug 2: CCC1=CC2CC(C3=C(CN(C2)C1)C4=CC=CC=C4N3)(C5=C(C=C6C(=C5)C78CCN9C7C(C=CC9)(C(C(C8N6C)(C(=O)OC)O)OC(=O)C)CC)OC)C(=O)OC.C(C(C(=O)O)O)(C(=O)O)O. Cell line: SNB-75. Synergy scores: CSS=37.7, Synergy_ZIP=-5.50, Synergy_Bliss=-4.12, Synergy_Loewe=0.222, Synergy_HSA=0.644.